This data is from Full USPTO retrosynthesis dataset with 1.9M reactions from patents (1976-2016). The task is: Predict the reactants needed to synthesize the given product. (1) Given the product [C:1]([O:5][C:6]([N:8]1[CH2:13][CH2:12][CH:11]([CH2:14][N:15]([CH2:16][CH3:17])[CH:18]2[CH2:27][CH2:26][C:25]3[C:20](=[CH:21][C:22]([NH:28][C:37](=[O:38])[C:36]4[CH:35]=[CH:34][C:33]([S:30]([CH3:29])(=[O:32])=[O:31])=[CH:41][CH:40]=4)=[CH:23][CH:24]=3)[CH2:19]2)[CH2:10][CH2:9]1)=[O:7])([CH3:2])([CH3:3])[CH3:4], predict the reactants needed to synthesize it. The reactants are: [C:1]([O:5][C:6]([N:8]1[CH2:13][CH2:12][CH:11]([CH2:14][N:15]([CH:18]2[CH2:27][CH2:26][C:25]3[C:20](=[CH:21][C:22]([NH2:28])=[CH:23][CH:24]=3)[CH2:19]2)[CH2:16][CH3:17])[CH2:10][CH2:9]1)=[O:7])([CH3:4])([CH3:3])[CH3:2].[CH3:29][S:30]([C:33]1[CH:41]=[CH:40][C:36]([C:37](Cl)=[O:38])=[CH:35][CH:34]=1)(=[O:32])=[O:31]. (2) Given the product [Cl:1][C:2]1[CH:7]=[C:6]([Cl:8])[CH:5]=[CH:4][C:3]=1[C:9]1[C:31](=[O:32])[N:30]([CH3:33])[C:12]2[NH:13][C:14]3[C:19]([C:11]=2[CH:10]=1)=[CH:18][C:17]([C:20]1[O:29][C:23]([CH2:24][O:25][CH2:26][CH3:27])=[N:22][CH:21]=1)=[CH:16][CH:15]=3, predict the reactants needed to synthesize it. The reactants are: [Cl:1][C:2]1[CH:7]=[C:6]([Cl:8])[CH:5]=[CH:4][C:3]=1[C:9]1[C:31](=[O:32])[N:30]([CH3:33])[C:12]2[NH:13][C:14]3[C:19]([C:11]=2[CH:10]=1)=[CH:18][C:17]([C:20](=[O:29])[CH2:21][NH:22][C:23](=O)[CH2:24][O:25][CH2:26][CH3:27])=[CH:16][CH:15]=3.O.